From a dataset of Forward reaction prediction with 1.9M reactions from USPTO patents (1976-2016). Predict the product of the given reaction. (1) Given the reactants [C:1]([NH:8][C:9]1([C:12]([OH:14])=O)[CH2:11][CH2:10]1)([O:3][C:4]([CH3:7])([CH3:6])[CH3:5])=[O:2].C(N1C=CN=C1)(N1C=CN=C1)=O.[OH:27][CH:28]([CH3:34])[CH2:29][C:30]([NH:32]O)=[NH:31], predict the reaction product. The product is: [C:4]([O:3][C:1](=[O:2])[NH:8][C:9]1([C:12]2[O:14][N:32]=[C:30]([CH2:29][CH:28]([OH:27])[CH3:34])[N:31]=2)[CH2:10][CH2:11]1)([CH3:5])([CH3:6])[CH3:7]. (2) Given the reactants [CH3:1][O:2][C:3]1[CH:23]=[CH:22][C:6]([CH2:7][N:8]2[C:12]3[N:13]=[CH:14][C:15]4[CH2:16][CH:17]([NH2:21])[CH2:18][CH2:19][C:20]=4[C:11]=3[CH:10]=[N:9]2)=[CH:5][CH:4]=1.[C:24](O[C:24]([O:26][C:27]([CH3:30])([CH3:29])[CH3:28])=[O:25])([O:26][C:27]([CH3:30])([CH3:29])[CH3:28])=[O:25], predict the reaction product. The product is: [CH3:1][O:2][C:3]1[CH:4]=[CH:5][C:6]([CH2:7][N:8]2[C:12]3[N:13]=[CH:14][C:15]4[CH2:16][CH:17]([NH:21][C:24](=[O:25])[O:26][C:27]([CH3:30])([CH3:29])[CH3:28])[CH2:18][CH2:19][C:20]=4[C:11]=3[CH:10]=[N:9]2)=[CH:22][CH:23]=1. (3) Given the reactants [NH:1]1[CH2:6][CH2:5][C:4]2([O:11][C:10]3[C:12]4[C:17]([C:18](=[O:21])[C:19](=[O:20])[C:9]=3[S:8][CH2:7]2)=[CH:16][CH:15]=[CH:14][CH:13]=4)[CH2:3][CH2:2]1.Br[CH2:23][C:24]1[C:29]([F:30])=[CH:28][CH:27]=[CH:26][C:25]=1[Cl:31], predict the reaction product. The product is: [Cl:31][C:25]1[CH:26]=[CH:27][CH:28]=[C:29]([F:30])[C:24]=1[CH2:23][N:1]1[CH2:2][CH2:3][C:4]2([O:11][C:10]3[C:12]4[C:17]([C:18](=[O:21])[C:19](=[O:20])[C:9]=3[S:8][CH2:7]2)=[CH:16][CH:15]=[CH:14][CH:13]=4)[CH2:5][CH2:6]1. (4) Given the reactants Cl.[Si]([O:9][C@@H:10]([CH2:20][C@H:21]([O:61][Si](C(C)(C)C)(C)C)/[CH:22]=[CH:23]\[C@H:24]([CH3:60])[C@H:25]([O:52][Si](C(C)(C)C)(C)C)[C@@H:26]([CH3:51])[CH2:27][C@@H:28]([CH3:50])[CH2:29][CH2:30][C@@H:31]([O:42][Si](C(C)(C)C)(C)C)[C@H:32]([CH3:41])[C@@H:33]([OH:40])[C@@H:34]([CH3:39])/[CH:35]=[CH:36]\[CH:37]=[CH2:38])[C@H:11]([CH3:19])/[CH:12]=[CH:13]/[CH:14]=C\C(O)=O)(C(C)(C)C)(C)C.C[CH2:70][O:71][C:72]([CH3:74])=[O:73], predict the reaction product. The product is: [CH3:70][O:71][C:72](=[O:73])/[CH:74]=[CH:14]\[CH:13]=[CH:12]\[C@@H:11]([CH3:19])[C@@H:10]([OH:9])[CH2:20][C@H:21]([OH:61])/[CH:22]=[CH:23]\[C@H:24]([CH3:60])[C@H:25]([OH:52])[C@@H:26]([CH3:51])[CH2:27][C@@H:28]([CH3:50])[CH2:29][CH2:30][C@@H:31]([OH:42])[C@H:32]([CH3:41])[C@@H:33]([OH:40])[C@@H:34]([CH3:39])/[CH:35]=[CH:36]\[CH:37]=[CH2:38]. (5) Given the reactants [CH3:1][C:2]1[C:3]([C:8]([NH:10][C:11]2[CH:16]=[CH:15][CH:14]=[C:13]([O:17][C:18]3[CH:19]=[N:20][C:21]([NH:24][S:25]([C:28]4[CH:33]=[CH:32][C:31]([CH3:34])=[CH:30][CH:29]=4)(=[O:27])=[O:26])=[CH:22][CH:23]=3)[CH:12]=2)=[O:9])=[N:4][CH:5]=[CH:6][CH:7]=1.C(N(CC)C(C)C)(C)C.CN(C)C=O.I[CH2:50][C:51]([NH2:53])=[O:52], predict the reaction product. The product is: [NH2:53][C:51](=[O:52])[CH2:50][N:20]1[C:21](=[N:24][S:25]([C:28]2[CH:29]=[CH:30][C:31]([CH3:34])=[CH:32][CH:33]=2)(=[O:27])=[O:26])[CH:22]=[CH:23][C:18]([O:17][C:13]2[CH:12]=[C:11]([NH:10][C:8]([C:3]3[C:2]([CH3:1])=[CH:7][CH:6]=[CH:5][N:4]=3)=[O:9])[CH:16]=[CH:15][CH:14]=2)=[CH:19]1. (6) Given the reactants Br[C:2]1[O:11][CH2:10][C:9]2[CH:8]([N:12]([CH3:14])[CH3:13])[CH2:7][C:6]3=[CH:15][N:16]([Si:18]([CH:25]([CH3:27])[CH3:26])([CH:22]([CH3:24])[CH3:23])[CH:19]([CH3:21])[CH3:20])[CH:17]=[C:4]([C:5]=23)[CH:3]=1.[Li]CCCC.C1C=CC(S(N(S(C2C=CC=CC=2)(=O)=O)[F:43])(=O)=O)=CC=1, predict the reaction product. The product is: [F:43][C:2]1[O:11][CH2:10][C:9]2[CH:8]([N:12]([CH3:14])[CH3:13])[CH2:7][C:6]3=[CH:15][N:16]([Si:18]([CH:25]([CH3:27])[CH3:26])([CH:22]([CH3:24])[CH3:23])[CH:19]([CH3:21])[CH3:20])[CH:17]=[C:4]([C:5]=23)[CH:3]=1. (7) Given the reactants [Br:1][C:2]1[C:3]([CH3:18])=[C:4]([C:8]([C:10]2[CH:15]=[CH:14][C:13]([CH2:16][CH3:17])=[CH:12][CH:11]=2)=O)[S:5][C:6]=1[Br:7].C([SiH](CC)CC)C.B(F)(F)F, predict the reaction product. The product is: [Br:7][C:6]1[S:5][C:4]([CH2:8][C:10]2[CH:15]=[CH:14][C:13]([CH2:16][CH3:17])=[CH:12][CH:11]=2)=[C:3]([CH3:18])[C:2]=1[Br:1]. (8) Given the reactants [F:1][C:2]1[CH:9]=[C:8]([NH:10][C:11]2[C:16]([N+:17]([O-])=O)=[CH:15][CH:14]=[CH:13][N:12]=2)[CH:7]=[CH:6][C:3]=1[C:4]#[N:5].O1CCCC1.[Cl-].[NH4+], predict the reaction product. The product is: [NH2:17][C:16]1[C:11]([NH:10][C:8]2[CH:7]=[CH:6][C:3]([C:4]#[N:5])=[C:2]([F:1])[CH:9]=2)=[N:12][CH:13]=[CH:14][CH:15]=1. (9) Given the reactants [Cl:1][C:2]1[CH:7]=[CH:6][C:5]([C:8]([F:11])([F:10])[F:9])=[CH:4][C:3]=1[C:12]#[C:13][C:14]([CH2:18][F:19])([OH:17])[CH2:15][F:16].N1C=CC=CC=1, predict the reaction product. The product is: [Cl:1][C:2]1[CH:7]=[CH:6][C:5]([C:8]([F:11])([F:10])[F:9])=[CH:4][C:3]=1/[CH:12]=[CH:13]\[C:14]([CH2:18][F:19])([OH:17])[CH2:15][F:16]. (10) The product is: [NH2:8][CH2:9][C:10]([NH:16][C:15]1[CH:17]=[CH:18][C:19]([Cl:21])=[CH:20][C:14]=1[Cl:13])=[O:11]. Given the reactants C([NH:8][CH2:9][C:10](O)=[O:11])(OC(C)(C)C)=O.[Cl:13][C:14]1[CH:20]=[C:19]([Cl:21])[CH:18]=[CH:17][C:15]=1[NH2:16].CN(C(ON1N=NC2C=CC=CC1=2)=[N+](C)C)C.[B-](F)(F)(F)F.CCN(CC)CC, predict the reaction product.